Task: Predict the reaction yield, written as a fraction of the theoretical maximum amount of product (1.0 means a 100% yield; for example, 0.34 means a 34% yield).. Dataset: Reaction yield outcomes from USPTO patents with 853,638 reactions (1) The reactants are [Br:1][C:2]1[CH:10]=[C:9]([C:11]([OH:13])=[O:12])[CH:8]=[CH:7][C:3]=1[C:4]([OH:6])=[O:5].OS(O)(=O)=O.[N+:19]([O-])([OH:21])=[O:20]. No catalyst specified. The product is [Br:1][C:2]1[CH:10]=[C:9]([C:11]([OH:13])=[O:12])[C:8]([N+:19]([O-:21])=[O:20])=[CH:7][C:3]=1[C:4]([OH:6])=[O:5]. The yield is 0.640. (2) The reactants are [C:1]([NH:4][C:5]1[CH:10]=[C:9]([Sn](C)(C)C)[N:8]=[C:7]([C:15]([O:17][CH3:18])=[O:16])[C:6]=1[Cl:19])(=[O:3])[CH3:2].[F:20][C:21]1[C:27]([F:28])=[C:26](I)[C:25]([F:30])=[CH:24][C:22]=1[NH2:23].[F-].[K+]. The catalyst is CN(C=O)C.Cl[Pd](Cl)([P](C1C=CC=CC=1)(C1C=CC=CC=1)C1C=CC=CC=1)[P](C1C=CC=CC=1)(C1C=CC=CC=1)C1C=CC=CC=1.[Cu]I. The product is [C:1]([NH:4][C:5]1[CH:10]=[C:9]([C:26]2[C:25]([F:30])=[CH:24][C:22]([NH2:23])=[C:21]([F:20])[C:27]=2[F:28])[N:8]=[C:7]([C:15]([O:17][CH3:18])=[O:16])[C:6]=1[Cl:19])(=[O:3])[CH3:2]. The yield is 0.448. (3) The product is [CH3:10][C@@H:7]1[N:6]2[C:5]3[C:14]([C:13]([C:12]([C:17]([OH:19])=[O:18])=[CH:11]2)=[O:16])=[CH:15][C:2]([F:1])=[C:3]([N:25]2[CH2:26][CH2:27][N:22]([CH3:21])[CH2:23][CH2:24]2)[C:4]=3[O:9][CH2:8]1. The yield is 0.773. The reactants are [F:1][C:2]1[C:3](F)=[C:4]2[O:9][CH2:8][C@H:7]([CH3:10])[N:6]3[CH:11]=[C:12]([C:17]([OH:19])=[O:18])[C:13](=[O:16])[C:14]([CH:15]=1)=[C:5]23.[CH3:21][N:22]1[CH2:27][CH2:26][NH:25][CH2:24][CH2:23]1. The catalyst is C(O)C(C)C. (4) The reactants are [CH2:1]([N:8]1[C:12]([CH:13]=O)=[CH:11][N:10]=[C:9]1[S:15][CH3:16])[C:2]1[CH:7]=[CH:6][CH:5]=[CH:4][CH:3]=1.[CH3:17][O:18][C:19]1[CH:20]=[C:21]([CH:25]=[CH:26][C:27]=1[O:28][CH3:29])[CH2:22][C:23]#[N:24]. No catalyst specified. The product is [CH2:1]([N:8]1[C:12](/[CH:13]=[C:22](/[C:21]2[CH:25]=[CH:26][C:27]([O:28][CH3:29])=[C:19]([O:18][CH3:17])[CH:20]=2)\[C:23]#[N:24])=[CH:11][N:10]=[C:9]1[S:15][CH3:16])[C:2]1[CH:7]=[CH:6][CH:5]=[CH:4][CH:3]=1. The yield is 0.920. (5) The reactants are Cl[C:2]([O:4][CH3:5])=[O:3].[NH2:6][CH:7]([CH2:11][CH2:12][S:13]([CH3:16])(=[O:15])=[O:14])[C:8]([OH:10])=[O:9].[OH-].[Na+].O. The catalyst is C1COCC1. The product is [CH3:16][S:13]([CH2:12][CH2:11][CH:7]([NH:6][C:2]([O:4][CH3:5])=[O:3])[C:8]([OH:10])=[O:9])(=[O:14])=[O:15]. The yield is 0.150. (6) The reactants are [Al+3].[Cl-].[Cl-].[Cl-].[Na+].[Cl-].[CH2:7]1[C:17]2=[C:18]3[C:13](=[CH:14][CH:15]=[CH:16]2)[CH2:12][CH2:11][C:10](=[O:19])[N:9]3[CH2:8]1.Cl.[C:21](Cl)(=[O:28])[C:22]1[CH:27]=[CH:26][N:25]=[CH:24][CH:23]=1.Cl. The catalyst is CC(C)=O.O. The product is [N:25]1[CH:26]=[CH:27][C:22]([C:21]([C:15]2[CH:14]=[C:13]3[C:18]4=[C:17]([CH2:7][CH2:8][N:9]4[C:10](=[O:19])[CH2:11][CH2:12]3)[CH:16]=2)=[O:28])=[CH:23][CH:24]=1. The yield is 0.270. (7) The reactants are Br[C:2]1[CH:3]=[C:4]2[C:9](=[CH:10][C:11]=1[S:12]([CH3:15])(=[O:14])=[O:13])[N:8]([C:16]1[C:20]3[CH2:21][N:22]([C:25]([O:27][C:28]([CH3:31])([CH3:30])[CH3:29])=[O:26])[CH2:23][CH2:24][C:19]=3[N:18]([CH:32]3[CH2:37][CH2:36][O:35][CH2:34][CH2:33]3)[N:17]=1)[CH2:7][CH2:6][CH2:5]2.[CH3:38][N:39]1[CH:43]=[C:42](B2OC(C)(C)C(C)(C)O2)[CH:41]=[N:40]1.C1(P(C2CCCCC2)C2C=CC=CC=2C2C(C(C)C)=CC(C(C)C)=CC=2C(C)C)CCCCC1.C([O-])([O-])=O.[Na+].[Na+]. The catalyst is C1COCC1.O.CC(C1C=C(C(C)C)C(C2C=CC=C(P(C3CCCCC3)C3CCCCC3)C=2)=C(C(C)C)C=1)C.C1C=[C-]C(C2C(N)=CC=CC=2)=CC=1.Cl[Pd+]. The product is [CH3:38][N:39]1[CH:43]=[C:42]([C:2]2[CH:3]=[C:4]3[C:9](=[CH:10][C:11]=2[S:12]([CH3:15])(=[O:14])=[O:13])[N:8]([C:16]2[C:20]4[CH2:21][N:22]([C:25]([O:27][C:28]([CH3:29])([CH3:31])[CH3:30])=[O:26])[CH2:23][CH2:24][C:19]=4[N:18]([CH:32]4[CH2:37][CH2:36][O:35][CH2:34][CH2:33]4)[N:17]=2)[CH2:7][CH2:6][CH2:5]3)[CH:41]=[N:40]1. The yield is 0.670. (8) The reactants are [NH2:1][C:2]1[CH:7]=[CH:6][C:5]([C:8]2[N:9]([CH:25]3[CH2:27][CH2:26]3)[C:10]3[C:15]([C:16]=2[C:17]#[N:18])=[CH:14][CH:13]=[C:12]([O:19][CH:20]2[CH2:24][CH2:23][CH2:22][O:21]2)[CH:11]=3)=[CH:4][CH:3]=1.C1C([N+]([O-])=O)=CC=C([Cl-][C:38]([O-])=[O:39])C=1.[CH:41]1([CH:44]([OH:46])[CH3:45])[CH2:43][CH2:42]1. The catalyst is N1C=CC=CC=1.O.C(Cl)Cl. The product is [CH:41]1([CH:44]([O:46][C:38](=[O:39])[NH:1][C:2]2[CH:7]=[CH:6][C:5]([C:8]3[N:9]([CH:25]4[CH2:27][CH2:26]4)[C:10]4[C:15]([C:16]=3[C:17]#[N:18])=[CH:14][CH:13]=[C:12]([O:19][CH:20]3[CH2:24][CH2:23][CH2:22][O:21]3)[CH:11]=4)=[CH:4][CH:3]=2)[CH3:45])[CH2:43][CH2:42]1. The yield is 0.680. (9) The reactants are [CH:1]1([C:5]2[O:9][C:8]([NH:10][C:11]3[CH:12]=[CH:13][C:14]([C:17]4[CH:22]=[CH:21][C:20]([C:23]56[CH2:30][CH2:29][C:26]([CH2:31][C:32]([O:34]C)=[O:33])([CH2:27][CH2:28]5)[O:25][CH2:24]6)=[CH:19][CH:18]=4)=[N:15][CH:16]=3)=[N:7][N:6]=2)[CH2:4][CH2:3][CH2:2]1.[OH-].[Na+]. The catalyst is C1COCC1. The product is [CH:1]1([C:5]2[O:9][C:8]([NH:10][C:11]3[CH:12]=[CH:13][C:14]([C:17]4[CH:22]=[CH:21][C:20]([C:23]56[CH2:28][CH2:27][C:26]([CH2:31][C:32]([OH:34])=[O:33])([CH2:29][CH2:30]5)[O:25][CH2:24]6)=[CH:19][CH:18]=4)=[N:15][CH:16]=3)=[N:7][N:6]=2)[CH2:2][CH2:3][CH2:4]1. The yield is 0.410. (10) The reactants are [Br:1][C:2]1[CH:3]=[N:4][NH:5][CH:6]=1.[O:7]1[CH:12]=[CH:11][CH2:10][CH2:9][CH2:8]1. The catalyst is FC(F)(F)C(O)=O.[H-].[Na+]. The product is [Br:1][C:2]1[CH:3]=[N:4][N:5]([CH:8]2[CH2:9][CH2:10][CH2:11][CH2:12][O:7]2)[CH:6]=1. The yield is 0.890.